From a dataset of Catalyst prediction with 721,799 reactions and 888 catalyst types from USPTO. Predict which catalyst facilitates the given reaction. (1) Reactant: [C:1]([O:5][C:6]([N:8]1[CH2:13][CH2:12][O:11][CH:10]([CH2:14][OH:15])[CH2:9]1)=[O:7])([CH3:4])([CH3:3])[CH3:2].[H-].[Na+].[C:18]1([N:24]2[CH2:29][CH2:28][N:27]([C:30](OC3C=CC([N+]([O-])=O)=CC=3)=[O:31])[CH2:26][CH2:25]2)[CH:23]=[CH:22][CH:21]=[CH:20][CH:19]=1. Product: [C:1]([O:5][C:6]([N:8]1[CH2:13][CH2:12][O:11][CH:10]([CH2:14][O:15][C:30]([N:27]2[CH2:28][CH2:29][N:24]([C:18]3[CH:19]=[CH:20][CH:21]=[CH:22][CH:23]=3)[CH2:25][CH2:26]2)=[O:31])[CH2:9]1)=[O:7])([CH3:4])([CH3:3])[CH3:2]. The catalyst class is: 1. (2) The catalyst class is: 7. Reactant: [C:1]1([Mg]Br)[CH:6]=[CH:5][CH:4]=[CH:3][CH:2]=1.[CH:9]([C:11]1[CH:12]=[C:13]([C:24]([O:26][CH2:27][CH3:28])=[O:25])[CH:14]=[C:15]([C:17]2[CH:22]=[CH:21][C:20]([CH3:23])=[CH:19][CH:18]=2)[CH:16]=1)=[O:10].O. Product: [OH:10][CH:9]([C:1]1[CH:6]=[CH:5][CH:4]=[CH:3][CH:2]=1)[C:11]1[CH:12]=[C:13]([C:24]([O:26][CH2:27][CH3:28])=[O:25])[CH:14]=[C:15]([C:17]2[CH:18]=[CH:19][C:20]([CH3:23])=[CH:21][CH:22]=2)[CH:16]=1. (3) Reactant: [NH2:1][C:2]1[C:10]2[C:9]([C:11]3[CH:16]=[CH:15][C:14]([Cl:17])=[C:13]([Cl:18])[CH:12]=3)=[N:8][C:7]([NH:19][CH2:20][C:21]([CH3:32])([CH3:31])[CH2:22][NH:23]C(OC(C)(C)C)=O)=[N:6][C:5]=2[S:4][C:3]=1[C:33]([NH2:35])=[O:34].Cl. Product: [NH2:1][C:2]1[C:10]2[C:9]([C:11]3[CH:16]=[CH:15][C:14]([Cl:17])=[C:13]([Cl:18])[CH:12]=3)=[N:8][C:7]([NH:19][CH2:20][C:21]([CH3:32])([CH3:31])[CH2:22][NH2:23])=[N:6][C:5]=2[S:4][C:3]=1[C:33]([NH2:35])=[O:34]. The catalyst class is: 135. (4) Reactant: [F:1][C:2]([F:14])([F:13])[C:3]([N:5]1[CH2:12][CH2:11][CH2:10][C@H:6]1[C:7](Cl)=[O:8])=[O:4].[NH2:15][CH2:16][C:17](=[O:19])[CH3:18]. Product: [O:19]=[C:17]([CH3:18])[CH2:16][NH:15][C:7]([CH:6]1[CH2:10][CH2:11][CH2:12][N:5]1[C:3](=[O:4])[C:2]([F:14])([F:13])[F:1])=[O:8]. The catalyst class is: 202. (5) Reactant: [CH2:1]([O:3][C:4]([C:6]1[CH:7]=[C:8]2[C:13](=[CH:14][CH:15]=1)[NH:12][CH:11]([C:16]1[CH:21]=[C:20]([F:22])[CH:19]=[C:18](Br)[CH:17]=1)[C:10]([CH3:25])([CH3:24])[CH2:9]2)=[O:5])[CH3:2].[NH:26]1[CH2:30][CH2:29][CH2:28][CH2:27]1.[OH-].[K+].C(OCC)(=O)C. Product: [CH2:1]([O:3][C:4]([C:6]1[CH:7]=[C:8]2[C:13](=[CH:14][CH:15]=1)[NH:12][CH:11]([C:16]1[CH:17]=[C:18]([N:26]3[CH2:30][CH2:29][CH2:28][CH2:27]3)[CH:19]=[C:20]([F:22])[CH:21]=1)[C:10]([CH3:25])([CH3:24])[CH2:9]2)=[O:5])[CH3:2]. The catalyst class is: 156. (6) Reactant: [C:1]([O:5][C:6]([NH:8][C@H:9]([C:17]([OH:19])=[O:18])[CH2:10][C:11]1[CH:16]=[CH:15][CH:14]=[CH:13][CH:12]=1)=[O:7])([CH3:4])([CH3:3])[CH3:2].C(N=C=NC(C)C)(C)C.[Si:29]([O:36][C:37]1[CH:42]=[C:41]([O:43][Si:44]([C:47]([CH3:50])([CH3:49])[CH3:48])([CH3:46])[CH3:45])[CH:40]=[CH:39][C:38]=1[C@H:51]1[CH2:56][CH2:55][C@H:54](O)[CH2:53][CH2:52]1)([C:32]([CH3:35])([CH3:34])[CH3:33])([CH3:31])[CH3:30]. Product: [C:1]([O:5][C:6]([NH:8][C@H:9]([CH2:10][C:11]1[CH:16]=[CH:15][CH:14]=[CH:13][CH:12]=1)[C:17]([O:19][C@H:54]1[CH2:53][CH2:52][C@H:51]([C:38]2[CH:39]=[CH:40][C:41]([O:43][Si:44]([C:47]([CH3:49])([CH3:50])[CH3:48])([CH3:46])[CH3:45])=[CH:42][C:37]=2[O:36][Si:29]([C:32]([CH3:35])([CH3:34])[CH3:33])([CH3:30])[CH3:31])[CH2:56][CH2:55]1)=[O:18])=[O:7])([CH3:4])([CH3:2])[CH3:3]. The catalyst class is: 4. (7) Reactant: [Tb:1].[C:2]1([P:8](=[O:21])([C:15]2[CH:20]=[CH:19][CH:18]=[CH:17][CH:16]=2)[C:9]2[CH:14]=[CH:13][CH:12]=[CH:11][CH:10]=2)[CH:7]=[CH:6][CH:5]=[CH:4][CH:3]=1. Product: [C:2]1([P:8](=[O:21])([C:9]2[CH:14]=[CH:13][CH:12]=[CH:11][CH:10]=2)[C:15]2[CH:20]=[CH:19][CH:18]=[CH:17][CH:16]=2)[CH:3]=[CH:4][CH:5]=[CH:6][CH:7]=1.[Tb:1]. The catalyst class is: 8.